This data is from Reaction yield outcomes from USPTO patents with 853,638 reactions. The task is: Predict the reaction yield, written as a fraction of the theoretical maximum amount of product (1.0 means a 100% yield; for example, 0.34 means a 34% yield). (1) The reactants are [S:1]1[CH:5]=[CH:4][N:3]=[C:2]1[C:6]1[NH:7][C:8]2[C:13]([CH:14]=1)=[CH:12][CH:11]=[CH:10][C:9]=2[C:15](OCC1C=CC=CC=1)=[O:16].[H-].[Al+3].[Li+].[H-].[H-].[H-].O.O.O.O.O.O.O.O.O.O.S([O-])([O-])(=O)=O.[Na+].[Na+]. The catalyst is O1CCCC1.C(OCC)(=O)C. The product is [S:1]1[CH:5]=[CH:4][N:3]=[C:2]1[C:6]1[NH:7][C:8]2[C:13]([CH:14]=1)=[CH:12][CH:11]=[CH:10][C:9]=2[CH2:15][OH:16]. The yield is 0.590. (2) The reactants are [OH:1][C:2]1[CH:7]=[CH:6][C:5]([CH:8]2[CH2:13][CH2:12][C:11](=[O:14])[CH2:10][CH2:9]2)=[CH:4][CH:3]=1.[C:15]([O-])([O-])=O.[K+].[K+].IC. The catalyst is CC(C)=O. The product is [CH3:15][O:1][C:2]1[CH:3]=[CH:4][C:5]([CH:8]2[CH2:9][CH2:10][C:11](=[O:14])[CH2:12][CH2:13]2)=[CH:6][CH:7]=1. The yield is 1.00. (3) The product is [CH3:8][C:9]1[S:13][C:12]2=[N:14][C:15]([CH2:17][C:18]([O:20][CH2:21][CH3:22])=[O:19])=[CH:16][N:11]2[CH:10]=1. The catalyst is O. The reactants are C([O-])([O-])=O.[K+].[K+].Br.[CH3:8][C:9]1[S:13][C:12]2=[N:14][C:15]([CH2:17][C:18]([O:20][CH2:21][CH3:22])=[O:19])=[CH:16][N:11]2[CH:10]=1. The yield is 0.840. (4) The catalyst is N1C=CC=CC=1. The product is [Br:1][C:6]1[N:5]=[C:4]([CH3:3])[C:9]([OH:10])=[C:8]([CH3:11])[CH:7]=1. The yield is 0.530. The reactants are [Br:1]Br.[CH3:3][C:4]1[C:9]([OH:10])=[C:8]([CH3:11])[CH:7]=[CH:6][N:5]=1. (5) The yield is 0.290. The product is [CH3:14][O:15][C:16]([C@H:18]1[C@@H:25]([O:26][C:27](=[O:28])[C:29]2[CH:30]=[CH:31][CH:32]=[CH:33][CH:34]=2)[CH2:24][C@H:22]2[N:23]([C:2]3[C:11]4[C:6](=[CH:7][CH:8]=[CH:9][CH:10]=4)[C:5]([C:12]#[N:13])=[CH:4][CH:3]=3)[C@@H:19]1[CH2:20][CH2:21]2)=[O:17]. The reactants are Br[C:2]1[C:11]2[C:6](=[CH:7][CH:8]=[CH:9][CH:10]=2)[C:5]([C:12]#[N:13])=[CH:4][CH:3]=1.[CH3:14][O:15][C:16]([C@H:18]1[C@@H:25]([O:26][C:27]([C:29]2[CH:34]=[CH:33][CH:32]=[CH:31][CH:30]=2)=[O:28])[CH2:24][C@H:22]2[NH:23][C@@H:19]1[CH2:20][CH2:21]2)=[O:17].C1C=CC(P(C2C(C3C(P(C4C=CC=CC=4)C4C=CC=CC=4)=CC=C4C=3C=CC=C4)=C3C(C=CC=C3)=CC=2)C2C=CC=CC=2)=CC=1.C(=O)([O-])[O-].[Cs+].[Cs+]. The catalyst is C1C=CC(/C=C/C(/C=C/C2C=CC=CC=2)=O)=CC=1.C1C=CC(/C=C/C(/C=C/C2C=CC=CC=2)=O)=CC=1.C1C=CC(/C=C/C(/C=C/C2C=CC=CC=2)=O)=CC=1.[Pd].[Pd].C1(C)C=CC=CC=1. (6) The reactants are Br[C:2]1[S:3][C:4]([CH:7]=[O:8])=[CH:5][N:6]=1.C(N(CC)CC)C.[C:16]1([C:22]#[CH:23])[CH:21]=[CH:20][CH:19]=[CH:18][CH:17]=1. The catalyst is C1COCC1.[Cu]I.Cl[Pd](Cl)([P](C1C=CC=CC=1)(C1C=CC=CC=1)C1C=CC=CC=1)[P](C1C=CC=CC=1)(C1C=CC=CC=1)C1C=CC=CC=1. The product is [C:16]1([C:22]#[C:23][C:2]2[S:3][C:4]([CH:7]=[O:8])=[CH:5][N:6]=2)[CH:21]=[CH:20][CH:19]=[CH:18][CH:17]=1. The yield is 0.930. (7) The catalyst is ClCCl. The yield is 0.620. The product is [Cl:24][C:25]([Cl:30])([Cl:29])[C:26]([N:16]=[C:11]1[CH:12]=[CH:13][CH:14]=[CH:15][N:10]1[CH2:9][C:6]1[CH:7]=[N:8][C:3]([Cl:2])=[CH:4][CH:5]=1)=[O:27]. The reactants are Cl.[Cl:2][C:3]1[N:8]=[CH:7][C:6]([CH2:9][N:10]2[CH:15]=[CH:14][CH:13]=[CH:12][C:11]2=[NH:16])=[CH:5][CH:4]=1.C(N(CC)CC)C.[Cl:24][C:25]([Cl:30])([Cl:29])[C:26](Cl)=[O:27].O. (8) The reactants are [CH2:1]([N:8]1[CH2:12][CH2:11][N:10]([C:13]2[S:14][C:15]([C:19]([OH:21])=O)=[C:16]([CH3:18])[N:17]=2)[C:9]1=[O:22])[C:2]1[CH:7]=[CH:6][CH:5]=[CH:4][CH:3]=1.CN1CCOCC1.ClC(OCC(C)C)=O.[CH2:38]([NH2:45])[C:39]1[CH:44]=[CH:43][CH:42]=[CH:41][CH:40]=1. The catalyst is O1CCCC1. The product is [CH2:38]([NH:45][C:19]([C:15]1[S:14][C:13]([N:10]2[CH2:11][CH2:12][N:8]([CH2:1][C:2]3[CH:3]=[CH:4][CH:5]=[CH:6][CH:7]=3)[C:9]2=[O:22])=[N:17][C:16]=1[CH3:18])=[O:21])[C:39]1[CH:44]=[CH:43][CH:42]=[CH:41][CH:40]=1. The yield is 0.200. (9) The reactants are CS[C:3]([N:7]1[CH2:11][C:10]([CH3:13])([CH3:12])[CH:9]=[N:8]1)=[N:4][CH2:5][CH3:6].[S:14]([NH2:24])(=[O:23])([C:16]1[CH:21]=[CH:20][C:19]([NH2:22])=[CH:18][CH:17]=1)=[O:15]. The catalyst is C(#N)C. The product is [NH2:22][C:19]1[CH:20]=[CH:21][C:16]([S:14]([N:24]=[C:3]([N:7]2[CH2:11][C:10]([CH3:12])([CH3:13])[CH:9]=[N:8]2)[NH:4][CH2:5][CH3:6])(=[O:15])=[O:23])=[CH:17][CH:18]=1. The yield is 0.860.